This data is from Full USPTO retrosynthesis dataset with 1.9M reactions from patents (1976-2016). The task is: Predict the reactants needed to synthesize the given product. Given the product [Cl:22][C:21]1[CH:20]=[CH:19][CH:18]=[C:17]([Cl:23])[C:16]=1[C:15]([NH:14][CH2:13][CH2:12][S:11][CH2:10][C:6]1[CH:5]=[C:4]([CH:9]=[CH:8][CH:7]=1)[C:3]([OH:25])=[O:2])=[O:24], predict the reactants needed to synthesize it. The reactants are: C[O:2][C:3](=[O:25])[C:4]1[CH:9]=[CH:8][CH:7]=[C:6]([CH2:10][S:11][CH2:12][CH2:13][NH:14][C:15](=[O:24])[C:16]2[C:21]([Cl:22])=[CH:20][CH:19]=[CH:18][C:17]=2[Cl:23])[CH:5]=1.[Li+].[OH-].